From a dataset of TCR-epitope binding with 47,182 pairs between 192 epitopes and 23,139 TCRs. Binary Classification. Given a T-cell receptor sequence (or CDR3 region) and an epitope sequence, predict whether binding occurs between them. (1) The TCR CDR3 sequence is CASRTALAGGLRGSYNEQFF. The epitope is PKYVKQNTLKLAT. Result: 1 (the TCR binds to the epitope). (2) The epitope is TEILPVSMTK. The TCR CDR3 sequence is CASSVAPGSSEAFF. Result: 0 (the TCR does not bind to the epitope). (3) The TCR CDR3 sequence is CATSDESYGYTF. Result: 0 (the TCR does not bind to the epitope). The epitope is ILKEPVHGV. (4) The TCR CDR3 sequence is CASSLLGDTSTDTQYF. Result: 0 (the TCR does not bind to the epitope). The epitope is SSNVANYQK. (5) The epitope is YVLDHLIVV. The TCR CDR3 sequence is CASSSPGGRGNTEAFF. Result: 1 (the TCR binds to the epitope).